The task is: Predict the reactants needed to synthesize the given product.. This data is from Full USPTO retrosynthesis dataset with 1.9M reactions from patents (1976-2016). (1) Given the product [CH2:33]([N:37]([CH2:38][CH2:39][CH2:40][CH3:41])[C:30]([C:26]1[CH:27]=[C:28]([CH3:29])[N:24]([C:16]2[CH:17]=[CH:18][C:19]([N+:21]([O-:23])=[O:22])=[CH:20][C:15]=2[C:13]([N:4]2[C@H:3]([CH2:2][OH:1])[CH2:12][C:11]3[C:6](=[CH:7][CH:8]=[CH:9][CH:10]=3)[CH2:5]2)=[O:14])[N:25]=1)=[O:31])[CH2:34][CH2:35][CH3:36], predict the reactants needed to synthesize it. The reactants are: [OH:1][CH2:2][C@@H:3]1[CH2:12][C:11]2[C:6](=[CH:7][CH:8]=[CH:9][CH:10]=2)[CH2:5][N:4]1[C:13]([C:15]1[CH:20]=[C:19]([N+:21]([O-:23])=[O:22])[CH:18]=[CH:17][C:16]=1[N:24]1[C:28]([CH3:29])=[CH:27][C:26]([C:30](O)=[O:31])=[N:25]1)=[O:14].[CH2:33]([NH:37][CH2:38][CH2:39][CH2:40][CH3:41])[CH2:34][CH2:35][CH3:36].CCN=C=NCCCN(C)C.Cl.C1C=CC2N(O)N=NC=2C=1. (2) Given the product [CH3:25][O:26][C:27]1[CH:32]=[CH:31][C:30]([C:2]2[S:6][C:5]([C:7]([O:9][CH3:10])=[O:8])=[C:4]([C:11]3[CH:16]=[CH:15][C:14]([S:17](=[O:20])(=[O:19])[NH2:18])=[CH:13][CH:12]=3)[C:3]=2[CH3:21])=[CH:29][CH:28]=1, predict the reactants needed to synthesize it. The reactants are: Br[C:2]1[S:6][C:5]([C:7]([O:9][CH3:10])=[O:8])=[C:4]([C:11]2[CH:16]=[CH:15][C:14]([S:17](=[O:20])(=[O:19])[NH2:18])=[CH:13][CH:12]=2)[C:3]=1[CH3:21].C(O)C.[CH3:25][O:26][C:27]1[CH:32]=[CH:31][C:30](B(O)O)=[CH:29][CH:28]=1.C(=O)([O-])[O-].[K+].[K+]. (3) Given the product [C:21]12[C:20](=[CH:19][CH:18]=[CH:17][CH:28]=1)[NH:26][C:25](=[O:27])[O:24][C:22]2=[O:23], predict the reactants needed to synthesize it. The reactants are: CN1CCOCC1.ClC(OCC(C)C)=O.N[C:17]1[CH:28]=[C:21]2[C:22]([O:24][C:25](=[O:27])[NH:26][C:20]2=[CH:19][CH:18]=1)=[O:23].CN1CCOCC1.ClC(OCC(C)C)=O.C(=O)([O-])N.